This data is from Forward reaction prediction with 1.9M reactions from USPTO patents (1976-2016). The task is: Predict the product of the given reaction. (1) The product is: [Cl:28][C:29]1[CH:34]=[CH:33][C:32]([C:35]2[N:36]=[C:37]3[CH:42]=[CH:41][C:40]([C:43]([N:55]4[CH2:56][CH2:57][CH:52]([O:51][CH3:50])[CH2:53][CH2:54]4)=[O:45])=[CH:39][N:38]3[C:46]=2[CH2:47][OH:48])=[CH:31][CH:30]=1. Given the reactants C(N(C(C)C)CC)(C)C.CCCP1(OP(CCC)(=O)OP(CCC)(=O)O1)=O.[Cl:28][C:29]1[CH:34]=[CH:33][C:32]([C:35]2[N:36]=[C:37]3[CH:42]=[CH:41][C:40]([C:43]([O-:45])=O)=[CH:39][N:38]3[C:46]=2[CH2:47][OH:48])=[CH:31][CH:30]=1.[Na+].[CH3:50][O:51][CH:52]1[CH2:57][CH2:56][NH:55][CH2:54][CH2:53]1, predict the reaction product. (2) Given the reactants [Cl:1][C:2]1[CH:7]=[CH:6][C:5]([C:8]2[CH:13]=[CH:12][C:11]([S:14](Cl)(=[O:16])=[O:15])=[CH:10][CH:9]=2)=[CH:4][CH:3]=1.[NH2:18][C:19]1[CH:35]=[CH:34][C:22]2[CH2:23][CH2:24][N:25]([C:28](=[O:33])[C:29]([F:32])([F:31])[F:30])[CH2:26][CH2:27][C:21]=2[CH:20]=1, predict the reaction product. The product is: [Cl:1][C:2]1[CH:7]=[CH:6][C:5]([C:8]2[CH:13]=[CH:12][C:11]([S:14]([NH:18][C:19]3[CH:35]=[CH:34][C:22]4[CH2:23][CH2:24][N:25]([C:28](=[O:33])[C:29]([F:32])([F:30])[F:31])[CH2:26][CH2:27][C:21]=4[CH:20]=3)(=[O:16])=[O:15])=[CH:10][CH:9]=2)=[CH:4][CH:3]=1. (3) Given the reactants [F:1][C:2]1[CH:27]=[CH:26][C:5]([CH2:6][CH2:7][O:8][CH2:9][CH2:10][O:11][C:12]2[CH:17]=[CH:16][C:15]([O:18]CC3C=CC=CC=3)=[CH:14][CH:13]=2)=[CH:4][CH:3]=1.C1(COCCOC2C=CC(O)=CC=2)CC1, predict the reaction product. The product is: [F:1][C:2]1[CH:3]=[CH:4][C:5]([CH2:6][CH2:7][O:8][CH2:9][CH2:10][O:11][C:12]2[CH:17]=[CH:16][C:15]([OH:18])=[CH:14][CH:13]=2)=[CH:26][CH:27]=1.